Dataset: TCR-epitope binding with 47,182 pairs between 192 epitopes and 23,139 TCRs. Task: Binary Classification. Given a T-cell receptor sequence (or CDR3 region) and an epitope sequence, predict whether binding occurs between them. (1) The epitope is LLWNGPMAV. The TCR CDR3 sequence is CATSGGPAYEQYF. Result: 1 (the TCR binds to the epitope). (2) The epitope is LLALHRSYL. The TCR CDR3 sequence is CASSGTQPGLGGEQFF. Result: 0 (the TCR does not bind to the epitope).